From a dataset of Forward reaction prediction with 1.9M reactions from USPTO patents (1976-2016). Predict the product of the given reaction. (1) Given the reactants C([O:4][C:5]([C:7]1[N:8]([N:12]([CH2:33][C:34]2[CH:39]=[CH:38][C:37]([F:40])=[C:36]([Cl:41])[CH:35]=2)[C:13](=[O:32])[CH2:14][C:15]2[NH:20][C:19]3[CH:21]=[CH:22][C:23](CS(C)(=O)=O)=[CH:24][C:18]=3[S:17](=[O:31])(=[O:30])[N:16]=2)[CH:9]=[CH:10][CH:11]=1)=O)C=C.[O-]CC.[Na+].Cl, predict the reaction product. The product is: [Cl:41][C:36]1[CH:35]=[C:34]([CH:39]=[CH:38][C:37]=1[F:40])[CH2:33][N:12]1[C:13](=[O:32])[C:14]([C:15]2[NH:20][C:19]3[CH:21]=[CH:22][C:23]([NH:16][S:17]([CH3:18])(=[O:31])=[O:30])=[CH:24][C:18]=3[S:17](=[O:31])(=[O:30])[N:16]=2)=[C:5]([OH:4])[C:7]2=[CH:11][CH:10]=[CH:9][N:8]12. (2) Given the reactants [Br:1][C:2]1[C:7]2=[CH:8][N:9]([C:11]3[C:16](Cl)=[CH:15][C:14]([N+:18]([O-:20])=[O:19])=[CH:13][C:12]=3[Cl:21])[N:10]=[C:6]2[C:5]([F:22])=[CH:4][N:3]=1.ClC1C(N2C=C3C(Cl)=NC=C(F)C3=N2)=C(C=C([N+]([O-])=O)C=1)[C:27]#[N:28], predict the reaction product. The product is: [Br:1][C:2]1[C:7]2=[CH:8][N:9]([C:11]3[C:12]([Cl:21])=[CH:13][C:14]([N+:18]([O-:20])=[O:19])=[CH:15][C:16]=3[C:27]#[N:28])[N:10]=[C:6]2[C:5]([F:22])=[CH:4][N:3]=1. (3) Given the reactants [NH:1]1[CH2:6][CH2:5][NH:4][CH2:3][C:2]1=[O:7].[C:8]([N:11]1[C:20]2[C:15](=[CH:16][C:17]([C:21]3[CH:26]=[CH:25][C:24]([CH:27]=O)=[CH:23][CH:22]=3)=[CH:18][CH:19]=2)[C@H:14]([NH:29][C:30](=[O:35])[O:31][CH:32]([CH3:34])[CH3:33])[CH2:13][C@@H:12]1[CH3:36])(=[O:10])[CH3:9].C(O[BH-](OC(=O)C)OC(=O)C)(=O)C.[Na+].N.[Cl:52]CCl, predict the reaction product. The product is: [ClH:52].[C:8]([N:11]1[C:20]2[C:15](=[CH:16][C:17]([C:21]3[CH:26]=[CH:25][C:24]([CH2:27][N:4]4[CH2:5][CH2:6][NH:1][C:2](=[O:7])[CH2:3]4)=[CH:23][CH:22]=3)=[CH:18][CH:19]=2)[C@H:14]([NH:29][C:30](=[O:35])[O:31][CH:32]([CH3:33])[CH3:34])[CH2:13][C@@H:12]1[CH3:36])(=[O:10])[CH3:9]. (4) Given the reactants [Li]CCCC.[F:6][C:7]([F:16])([F:15])[C:8]1[CH:13]=[CH:12][CH:11]=[CH:10][C:9]=1[Cl:14].CN([CH:20]=[O:21])C.O, predict the reaction product. The product is: [Cl:14][C:9]1[C:8]([C:7]([F:6])([F:15])[F:16])=[CH:13][CH:12]=[CH:11][C:10]=1[CH:20]=[O:21]. (5) Given the reactants [Cl:1][C:2]1[CH:7]=[CH:6][N:5]=[C:4]([CH:8]([NH:10][C:11]2[O:12][C:13]3[C:19]([O:20][CH3:21])=[CH:18][C:17]([C:22]([OH:24])=O)=[CH:16][C:14]=3[N:15]=2)[CH3:9])[CH:3]=1.[CH3:25][C:26]1([CH3:35])[CH2:31][NH:30][C@H:29]([CH2:32][CH2:33][OH:34])[CH2:28][O:27]1.C(N(CC)C(C)C)(C)C.CN(C(ON1N=NC2C=CC=NC1=2)=[N+](C)C)C.F[P-](F)(F)(F)(F)F, predict the reaction product. The product is: [Cl:1][C:2]1[CH:7]=[CH:6][N:5]=[C:4]([CH:8]([NH:10][C:11]2[O:12][C:13]3[C:19]([O:20][CH3:21])=[CH:18][C:17]([C:22]([N:30]4[C@H:29]([CH2:32][CH2:33][OH:34])[CH2:28][O:27][C:26]([CH3:35])([CH3:25])[CH2:31]4)=[O:24])=[CH:16][C:14]=3[N:15]=2)[CH3:9])[CH:3]=1.